Dataset: Reaction yield outcomes from USPTO patents with 853,638 reactions. Task: Predict the reaction yield, written as a fraction of the theoretical maximum amount of product (1.0 means a 100% yield; for example, 0.34 means a 34% yield). (1) The reactants are Cl.Cl.[F:3][C:4]([F:28])([F:27])[O:5][C:6]1[CH:11]=[CH:10][C:9]([N:12]2[CH:16]=[N:15][C:14]([C:17]3[CH:18]=[C:19]4[C:23](=[CH:24][CH:25]=3)[CH2:22][CH:21]([NH2:26])[CH2:20]4)=[N:13]2)=[CH:8][CH:7]=1.[C:29](=[O:32])(O)[O-].[Na+].ClC(Cl)(OC(=O)OC(Cl)(Cl)Cl)Cl.C(=O)([O-])[O-].[Cs+].[Cs+].[CH:52]([C:55]1[CH:60]=[CH:59][C:58]([CH3:61])=[CH:57][C:56]=1[NH:62][C:63]([NH2:65])=[S:64])([CH3:54])[CH3:53]. The catalyst is ClCCl.C(OCC)(=O)C.O. The product is [CH:52]([C:55]1[CH:60]=[CH:59][C:58]([CH3:61])=[CH:57][C:56]=1[NH:62][C:63]([NH:65][C:29]([NH:26][CH:21]1[CH2:20][C:19]2[C:23](=[CH:24][CH:25]=[C:17]([C:14]3[N:15]=[CH:16][N:12]([C:9]4[CH:10]=[CH:11][C:6]([O:5][C:4]([F:3])([F:27])[F:28])=[CH:7][CH:8]=4)[N:13]=3)[CH:18]=2)[CH2:22]1)=[O:32])=[S:64])([CH3:54])[CH3:53]. The yield is 0.390. (2) The reactants are [OH:1][C:2]([CH3:41])([CH3:40])[CH2:3][O:4][C@H:5]1[CH2:10][CH2:9][C@H:8]([N:11]2[C:16](=[O:17])[C:15]([CH2:18][C:19]3[CH:24]=[CH:23][C:22]([C:25]4[C:26]([C:31]#[N:32])=[CH:27][CH:28]=[CH:29][CH:30]=4)=[CH:21][CH:20]=3)=[C:14]([CH2:33][CH2:34][CH3:35])[N:13]3[N:36]=[C:37](C)[N:38]=[C:12]23)[CH2:7][CH2:6]1.C([Sn](=O)CCCC)CCC.[N:52]([Si](C)(C)C)=[N+:53]=[N-:54].C1(C)C=CC=CC=1. The catalyst is C(OCC)(=O)C. The product is [OH:1][C:2]([CH3:41])([CH3:40])[CH2:3][O:4][C@H:5]1[CH2:6][CH2:7][C@H:8]([N:11]2[C:16](=[O:17])[C:15]([CH2:18][C:19]3[CH:24]=[CH:23][C:22]([C:25]4[CH:30]=[CH:29][CH:28]=[CH:27][C:26]=4[C:31]4[NH:54][N:53]=[N:52][N:32]=4)=[CH:21][CH:20]=3)=[C:14]([CH2:33][CH2:34][CH3:35])[N:13]3[N:36]=[CH:37][N:38]=[C:12]23)[CH2:9][CH2:10]1. The yield is 0.150. (3) The reactants are C=O.[C:3]([BH3-])#N.[Na+].[CH3:7][O:8][C:9]1[CH:10]=[C:11]2[C:16](=[CH:17][C:18]=1[O:19][CH2:20][CH:21]1[CH2:26][CH2:25][NH:24][CH2:23][CH2:22]1)[N:15]=[CH:14][N:13]([CH2:27][O:28][C:29](=[O:34])[C:30]([CH3:33])([CH3:32])[CH3:31])[C:12]2=[O:35]. The catalyst is C1COCC1.CO. The product is [CH3:7][O:8][C:9]1[CH:10]=[C:11]2[C:16](=[CH:17][C:18]=1[O:19][CH2:20][CH:21]1[CH2:22][CH2:23][N:24]([CH3:3])[CH2:25][CH2:26]1)[N:15]=[CH:14][N:13]([CH2:27][O:28][C:29](=[O:34])[C:30]([CH3:31])([CH3:32])[CH3:33])[C:12]2=[O:35]. The yield is 0.820. (4) The reactants are [CH:1]1([OH:7])[CH2:6][CH2:5][CH2:4][CH2:3][CH2:2]1.[H-].[Na+].[NH2:10][C:11]1[CH:18]=[CH:17][CH:16]=[C:15](F)[C:12]=1[C:13]#[N:14]. The catalyst is C1COCC1. The product is [NH2:10][C:11]1[CH:18]=[CH:17][CH:16]=[C:15]([O:7][CH:1]2[CH2:6][CH2:5][CH2:4][CH2:3][CH2:2]2)[C:12]=1[C:13]#[N:14]. The yield is 0.560.